From a dataset of Forward reaction prediction with 1.9M reactions from USPTO patents (1976-2016). Predict the product of the given reaction. (1) Given the reactants [Cl:1][C:2]1[CH:7]=[CH:6][C:5]([Cl:8])=[CH:4][C:3]=1[C:9]1[N:10]=[C:11]2[CH:16]=[CH:15][CH:14]=[CH:13][N:12]2[C:17]=1[C:18]([NH:20][NH2:21])=O.N1([C:31](=[N:33][C:34]2[CH:39]=[CH:38][C:37]([Cl:40])=[CH:36][CH:35]=2)[CH3:32])C2C=CC=CC=2N=N1, predict the reaction product. The product is: [Cl:40][C:37]1[CH:38]=[CH:39][C:34]([N:33]2[C:31]([CH3:32])=[N:21][N:20]=[C:18]2[C:17]2[N:12]3[CH:13]=[CH:14][CH:15]=[CH:16][C:11]3=[N:10][C:9]=2[C:3]2[CH:4]=[C:5]([Cl:8])[CH:6]=[CH:7][C:2]=2[Cl:1])=[CH:35][CH:36]=1. (2) Given the reactants [C:1]1([C:25]2[CH:30]=[CH:29][CH:28]=[CH:27][CH:26]=2)[CH:6]=[CH:5][C:4](/[C:7](=[N:10]/[O:11][CH2:12][CH2:13][O:14][C:15]2[CH:16]=[C:17]([CH2:21][C:22]([OH:24])=[O:23])[CH:18]=[CH:19][CH:20]=2)/[CH2:8][CH3:9])=[CH:3][CH:2]=1.C(=O)([O-])[O-].[Cs+].[Cs+].[CH2:37](I)[CH3:38].[Cl-].[NH4+], predict the reaction product. The product is: [CH2:37]([CH:21]([C:17]1[CH:18]=[CH:19][CH:20]=[C:15]([O:14][CH2:13][CH2:12][O:11]/[N:10]=[C:7](/[C:4]2[CH:3]=[CH:2][C:1]([C:25]3[CH:26]=[CH:27][CH:28]=[CH:29][CH:30]=3)=[CH:6][CH:5]=2)\[CH2:8][CH3:9])[CH:16]=1)[C:22]([OH:24])=[O:23])[CH3:38]. (3) Given the reactants [C:1]([C:3]1([C:13]([O:15][CH3:16])=[O:14])[CH2:8][O:7][C:6]([O:10]CC)([CH3:9])[O:5][CH2:4]1)#[N:2], predict the reaction product. The product is: [C:6]([O:5][CH2:4][C:3]([C:1]#[N:2])([CH2:8][OH:7])[C:13]([O:15][CH3:16])=[O:14])(=[O:10])[CH3:9].